From a dataset of Reaction yield outcomes from USPTO patents with 853,638 reactions. Predict the reaction yield, written as a fraction of the theoretical maximum amount of product (1.0 means a 100% yield; for example, 0.34 means a 34% yield). (1) The reactants are C([N-]C(C)C)(C)C.[Li+].[F:9][C:10]1[CH:15]=[CH:14][C:13]([CH2:16][C:17]([O:19][CH3:20])=[O:18])=[CH:12][CH:11]=1.[CH3:21][S:22][C:23]1[N:28]=[C:27]([CH:29]=[O:30])[CH:26]=[CH:25][N:24]=1. The catalyst is C1COCC1. The product is [CH3:20][O:19][C:17](=[O:18])[CH:16]([C:13]1[CH:12]=[CH:11][C:10]([F:9])=[CH:15][CH:14]=1)[CH:29]([C:27]1[CH:26]=[CH:25][N:24]=[C:23]([S:22][CH3:21])[N:28]=1)[OH:30]. The yield is 0.760. (2) The reactants are CC1(C)C2CC[C@@]31[C@H](C2)N([C:12](=[O:23])[C@H:13]([CH3:22])[C@H:14]([O:19][CH2:20][CH3:21])[CH2:15][CH2:16][CH:17]=[CH2:18])S(=O)(=O)C3.[OH-:27].[Li+].Cl. The catalyst is O1CCCC1. The product is [CH2:20]([O:19][C@H:14]([CH2:15][CH2:16][CH:17]=[CH2:18])[C@@H:13]([CH3:22])[C:12]([OH:23])=[O:27])[CH3:21]. The yield is 0.650. (3) The reactants are [Cl:1][C:2]1[CH:3]=[C:4]([CH:9]=[C:10]([C:12]2[CH:17]=[CH:16][C:15]([CH2:18]O)=[CH:14][CH:13]=2)[N:11]=1)[C:5]([O:7][CH3:8])=[O:6].C1(P(C2C=CC=CC=2)C2C=CC=CC=2)C=CC=CC=1.C(Br)(Br)(Br)[Br:40]. The catalyst is C(Cl)Cl. The product is [Br:40][CH2:18][C:15]1[CH:16]=[CH:17][C:12]([C:10]2[CH:9]=[C:4]([CH:3]=[C:2]([Cl:1])[N:11]=2)[C:5]([O:7][CH3:8])=[O:6])=[CH:13][CH:14]=1. The yield is 0.640. (4) The product is [Br:1][C:2]1[CH:10]=[C:9]([N:11]([C:12]([O:14][C:15]([CH3:18])([CH3:16])[CH3:17])=[O:13])[CH3:35])[C:8]([O:19][CH3:20])=[C:7]2[C:3]=1[C:4]1[CH:31]=[C:30]([CH3:32])[CH:29]=[N:28][C:5]=1[N:6]2[C:21]([O:23][C:24]([CH3:25])([CH3:26])[CH3:27])=[O:22]. The reactants are [Br:1][C:2]1[CH:10]=[C:9]([NH:11][C:12]([O:14][C:15]([CH3:18])([CH3:17])[CH3:16])=[O:13])[C:8]([O:19][CH3:20])=[C:7]2[C:3]=1[C:4]1[CH:31]=[C:30]([CH3:32])[CH:29]=[N:28][C:5]=1[N:6]2[C:21]([O:23][C:24]([CH3:27])([CH3:26])[CH3:25])=[O:22].[H-].[Na+].[CH3:35]I. The catalyst is CN(C=O)C. The yield is 0.750. (5) The reactants are [C:1]([Si:5]([O:8][CH:9]([CH2:13][CH2:14][C:15]1[S:19][C:18]2[CH:20]=[CH:21][CH:22]=[CH:23][C:17]=2[C:16]=1[Cl:24])/[CH:10]=[CH:11]/I)([CH3:7])[CH3:6])([CH3:4])([CH3:3])[CH3:2].[C:25]([Li])([CH3:28])([CH3:27])[CH3:26].C[Zn]C.[CH3:33][O:34][C:35](=[O:43])[CH2:36][CH2:37][CH2:38][C:39]#[C:40][CH2:41]I.[Cl-].[NH4+].[CH2:46]1[CH2:50][O:49][CH2:48][CH2:47]1. The catalyst is O. The product is [CH3:33][O:34][C:35](=[O:43])[CH2:36][CH2:37][CH2:38][C:39]#[C:40][CH2:41][C@@H:46]1[C@@H:47](/[CH:11]=[CH:10]/[CH:9]([O:8][Si:5]([C:1]([CH3:4])([CH3:3])[CH3:2])([CH3:7])[CH3:6])[CH2:13][CH2:14][C:15]2[S:19][C:18]3[CH:20]=[CH:21][CH:22]=[CH:23][C:17]=3[C:16]=2[Cl:24])[C@H:48]([O:8][Si:5]([C:25]([CH3:28])([CH3:27])[CH3:26])([CH3:6])[CH3:1])[C:9]([CH3:13])([CH3:10])[C:50]1=[O:49]. The yield is 0.310.